From a dataset of Reaction yield outcomes from USPTO patents with 853,638 reactions. Predict the reaction yield, written as a fraction of the theoretical maximum amount of product (1.0 means a 100% yield; for example, 0.34 means a 34% yield). The reactants are [CH3:1][C@@H:2]([NH:13][CH2:14][CH2:15][CH2:16][C:17]1[CH:18]=[CH:19][CH:20]=[C:21]([C:23]([F:26])([F:25])[F:24])[CH:22]=1)[C:3]1[CH:4]=[CH:5][CH:6]=[C:7]2[CH:12]=[CH:11][CH:10]=[CH:9][C:8]=12.[C:27]1([CH3:54])[CH:32]=[CH:31][C:30]([C:33]([C@@:35]([C:51]([OH:53])=[O:52])([OH:50])[C@@:36]([C:41]([C:43]2[CH:48]=[CH:47][C:46]([CH3:49])=[CH:45][CH:44]=2)=[O:42])([OH:40])[C:37]([OH:39])=[O:38])=[O:34])=[CH:29][CH:28]=1. The catalyst is CO. The product is [CH3:1][C@@H:2]([NH:13][CH2:14][CH2:15][CH2:16][C:17]1[CH:18]=[CH:19][CH:20]=[C:21]([C:23]([F:24])([F:25])[F:26])[CH:22]=1)[C:3]1[CH:4]=[CH:5][CH:6]=[C:7]2[CH:12]=[CH:11][CH:10]=[CH:9][C:8]=12.[C:27]1([CH3:54])[CH:32]=[CH:31][C:30]([C:33]([C@@:35]([C:51]([O-:53])=[O:52])([OH:50])[C@@:36]([C:41]([C:43]2[CH:44]=[CH:45][C:46]([CH3:49])=[CH:47][CH:48]=2)=[O:42])([OH:40])[C:37]([O-:39])=[O:38])=[O:34])=[CH:29][CH:28]=1. The yield is 0.953.